This data is from Reaction yield outcomes from USPTO patents with 853,638 reactions. The task is: Predict the reaction yield, written as a fraction of the theoretical maximum amount of product (1.0 means a 100% yield; for example, 0.34 means a 34% yield). (1) The reactants are Cl.[NH:2]1[CH2:7][CH2:6][CH2:5][CH:4]([C:8]2[CH:23]=[CH:22][C:11]([O:12][C:13]3[CH:21]=[CH:20][C:16]([C:17]([NH2:19])=[O:18])=[CH:15][N:14]=3)=[CH:10][CH:9]=2)[CH2:3]1.[CH:24](=O)[C:25]1[CH:30]=[CH:29][CH:28]=[CH:27][CH:26]=1.C(O[BH-](OC(=O)C)OC(=O)C)(=O)C.[Na+].[BH4-].[Na+]. The catalyst is C(#N)C.CO. The product is [CH2:24]([N:2]1[CH2:7][CH2:6][CH2:5][CH:4]([C:8]2[CH:9]=[CH:10][C:11]([O:12][C:13]3[CH:21]=[CH:20][C:16]([C:17]([NH2:19])=[O:18])=[CH:15][N:14]=3)=[CH:22][CH:23]=2)[CH2:3]1)[C:25]1[CH:30]=[CH:29][CH:28]=[CH:27][CH:26]=1. The yield is 0.570. (2) The reactants are [OH-].[Na+].[CH2:3]([O:14][C:15]1[CH:16]=[C:17]([CH:22]=[CH:23][CH:24]=1)[C:18]([O:20]C)=[O:19])[CH2:4][CH2:5][CH2:6][CH2:7][CH2:8][CH2:9][CH2:10][CH2:11][CH2:12][CH3:13]. The catalyst is CO. The yield is 0.990. The product is [CH2:3]([O:14][C:15]1[CH:16]=[C:17]([CH:22]=[CH:23][CH:24]=1)[C:18]([OH:20])=[O:19])[CH2:4][CH2:5][CH2:6][CH2:7][CH2:8][CH2:9][CH2:10][CH2:11][CH2:12][CH3:13]. (3) The reactants are [C:1]([O:4][C:5]([CH3:8])([CH3:7])[CH3:6])(=[O:3])[CH3:2].C(NC(C)C)(C)C.[Li].C1COCC1.CCCCCCC.[CH:29]1(/[C:32](=[N:34]/[S:35]([C:37]([CH3:40])([CH3:39])[CH3:38])=[O:36])/[CH3:33])[CH2:31][CH2:30]1. The catalyst is C1COCC1. The product is [C:37]([S:35]([NH:34][C:32]([CH:29]1[CH2:31][CH2:30]1)([CH3:33])[CH2:2][C:1]([O:4][C:5]([CH3:8])([CH3:7])[CH3:6])=[O:3])=[O:36])([CH3:38])([CH3:39])[CH3:40]. The yield is 0.750. (4) The reactants are [CH:1]1([NH:4][C:5](=[O:30])[C:6]2[CH:11]=[CH:10][C:9]([CH3:12])=[C:8]([C:13]3[CH:22]=[C:21]4[C:16]([C:17]([C:24]5[CH:29]=[CH:28][CH:27]=[CH:26][CH:25]=5)=[N:18][C:19](=O)[NH:20]4)=[CH:15][CH:14]=3)[CH:7]=2)[CH2:3][CH2:2]1.C(N)=O. The catalyst is C(O)(=O)C. The product is [CH:1]1([NH:4][C:5](=[O:30])[C:6]2[CH:11]=[CH:10][C:9]([CH3:12])=[C:8]([C:13]3[CH:22]=[C:21]4[C:16]([C:17]([C:24]5[CH:25]=[CH:26][CH:27]=[CH:28][CH:29]=5)=[N:18][CH:19]=[N:20]4)=[CH:15][CH:14]=3)[CH:7]=2)[CH2:3][CH2:2]1. The yield is 0.220.